Dataset: Forward reaction prediction with 1.9M reactions from USPTO patents (1976-2016). Task: Predict the product of the given reaction. (1) Given the reactants Cl[C:2]1[C:3]([C:8]#[N:9])=[N:4][CH:5]=[CH:6][CH:7]=1.[CH2:10]([SH:12])[CH3:11].CN(C=O)C.[H-].[Na+], predict the reaction product. The product is: [C:8]([C:3]1[C:2]([S:12][CH2:10][CH3:11])=[CH:7][CH:6]=[CH:5][N:4]=1)#[N:9]. (2) The product is: [OH:14][C:13]1[CH:12]=[C:11]([C:10]([O:9][CH2:7][CH3:8])=[O:19])[C:4]2[CH:3]=[N:2][NH:1][C:5]=2[N:6]=1. Given the reactants [NH:1]1[C:5]([NH2:6])=[CH:4][CH:3]=[N:2]1.[CH2:7]([O:9][C:10](=[O:19])/[C:11](/[O-])=[CH:12]\[C:13](OCC)=[O:14])[CH3:8].[Na+], predict the reaction product. (3) Given the reactants [C:1]1([Li])[CH:6]=[CH:5][CH:4]=[CH:3][CH:2]=1.[Si]([O:15][CH2:16][CH2:17][C@H:18]([NH:25][C:26]1[O:27][C:28]([CH3:49])([CH3:48])[CH:29]([C:34]2[CH:39]=[CH:38][C:37](OS(C(F)(F)F)(=O)=O)=[CH:36][CH:35]=2)[S:30](=[O:33])(=[O:32])[N:31]=1)[C:19]1[CH:24]=[CH:23][CH:22]=[CH:21][CH:20]=1)(C(C)(C)C)(C)C, predict the reaction product. The product is: [C:37]1([C:1]2[CH:6]=[CH:5][CH:4]=[CH:3][CH:2]=2)[CH:36]=[CH:35][C:34]([CH:29]2[C:28]([CH3:48])([CH3:49])[O:27][C:26]([NH:25][C@H:18]([C:19]3[CH:20]=[CH:21][CH:22]=[CH:23][CH:24]=3)[CH2:17][CH2:16][OH:15])=[N:31][S:30]2(=[O:32])=[O:33])=[CH:39][CH:38]=1. (4) Given the reactants C[O-].[Na+].[NH2:4][C:5]1[S:6][C:7]2[CH:13]=[CH:12][C:11]([NH:14][C:15]([NH:17]C(=O)C3C=CC=CC=3)=[S:16])=[CH:10][C:8]=2[N:9]=1, predict the reaction product. The product is: [NH2:4][C:5]1[S:6][C:7]2[CH:13]=[CH:12][C:11]([NH:14][C:15]([NH2:17])=[S:16])=[CH:10][C:8]=2[N:9]=1. (5) Given the reactants [CH2:1]([C:3]1[CH:4]=[C:5]([O:9][CH2:10][CH2:11][CH2:12][C:13]([O:15][CH2:16][CH3:17])=[O:14])[CH:6]=[CH:7][CH:8]=1)[CH3:2].C1C(=O)N([Br:25])C(=O)C1.O, predict the reaction product. The product is: [Br:25][C:8]1[CH:7]=[CH:6][C:5]([O:9][CH2:10][CH2:11][CH2:12][C:13]([O:15][CH2:16][CH3:17])=[O:14])=[CH:4][C:3]=1[CH2:1][CH3:2]. (6) The product is: [F:1][C:2]1[CH:3]=[CH:4][C:5]([C:8]2[S:12][C:11]3[CH:13]=[CH:14][C:15]([C:17]4[CH:25]=[CH:24][CH:23]=[C:19]([C:20](=[O:21])[NH:40][C:37]5([C:31]6[CH:36]=[CH:35][CH:34]=[CH:33][CH:32]=6)[CH2:39][CH2:38]5)[CH:18]=4)=[CH:16][C:10]=3[C:9]=2[C:26]([NH:27][CH3:28])=[O:29])=[CH:6][CH:7]=1. Given the reactants [F:1][C:2]1[CH:7]=[CH:6][C:5]([C:8]2[S:12][C:11]3[CH:13]=[CH:14][C:15]([C:17]4[CH:18]=[C:19]([CH:23]=[CH:24][CH:25]=4)[C:20](O)=[O:21])=[CH:16][C:10]=3[C:9]=2[C:26](=[O:29])[NH:27][CH3:28])=[CH:4][CH:3]=1.Cl.[C:31]1([C:37]2([NH2:40])[CH2:39][CH2:38]2)[CH:36]=[CH:35][CH:34]=[CH:33][CH:32]=1, predict the reaction product.